This data is from Forward reaction prediction with 1.9M reactions from USPTO patents (1976-2016). The task is: Predict the product of the given reaction. (1) Given the reactants [N:1]1[CH:6]=[CH:5][C:4]([C:7]2[CH:15]=[CH:14][CH:13]=[C:12]3[C:8]=2[CH2:9][C:10](=[O:16])[NH:11]3)=[CH:3][CH:2]=1.[CH3:17][C:18]1[CH:22]=[C:21]([C:23]([N:25]2[CH2:30][CH2:29][N:28]([CH3:31])[CH2:27][CH2:26]2)=[O:24])[NH:20][C:19]=1[CH:32]=O, predict the reaction product. The product is: [CH3:17][C:18]1[CH:22]=[C:21]([C:23]([N:25]2[CH2:26][CH2:27][N:28]([CH3:31])[CH2:29][CH2:30]2)=[O:24])[NH:20][C:19]=1[CH:32]=[C:9]1[C:8]2[C:12](=[CH:13][CH:14]=[CH:15][C:7]=2[C:4]2[CH:5]=[CH:6][N:1]=[CH:2][CH:3]=2)[NH:11][C:10]1=[O:16]. (2) The product is: [Cl:19][CH2:20][C:21]1[NH:23][C:3](=[O:4])[C:5]2[CH2:6][O:7][CH2:8][CH2:9][C:10]=2[N:22]=1. Given the reactants CO[C:3]([CH:5]1[C:10](=O)[CH2:9][CH2:8][O:7][CH2:6]1)=[O:4].C(N(CC)CC)C.[Cl:19][CH2:20][C:21]([NH2:23])=[NH:22].C(Cl)Cl, predict the reaction product. (3) Given the reactants [CH2:1]([OH:23])[CH2:2][CH2:3][CH2:4][CH2:5][CH2:6][CH2:7][CH2:8][CH2:9][CH2:10][CH2:11][CH2:12][CH2:13][CH2:14][CH2:15][CH2:16][CH2:17][CH2:18][CH2:19][CH2:20][CH2:21][CH3:22].[C:24]([OH:32])(=[O:31])[C:25]([CH2:27][C:28]([OH:30])=O)=[CH2:26], predict the reaction product. The product is: [C:24]([O:32][CH2:22][CH2:21][CH2:20][CH2:19][CH2:18][CH2:17][CH2:16][CH2:15][CH2:14][CH2:13][CH2:12][CH2:11][CH2:10][CH2:9][CH2:8][CH2:7][CH2:6][CH2:5][CH2:4][CH2:3][CH2:2][CH3:1])(=[O:31])[C:25]([CH2:27][C:28]([O:23][CH2:1][CH2:2][CH2:3][CH2:4][CH2:5][CH2:6][CH2:7][CH2:8][CH2:9][CH2:10][CH2:11][CH2:12][CH2:13][CH2:14][CH2:15][CH2:16][CH2:17][CH2:18][CH2:19][CH2:20][CH2:21][CH3:22])=[O:30])=[CH2:26]. (4) Given the reactants [C:1]([N:6]1[CH2:11][CH2:10][CH:9]([N:12]([C@H:24]2[CH2:29][CH2:28][C@H:27]([CH3:30])[CH2:26][CH2:25]2)[C:13]([NH:15][C:16]2[S:17][C:18]([S:21]C#N)=[CH:19][N:20]=2)=[O:14])[CH2:8][CH2:7]1)(=[O:5])[CH2:2][CH2:3][CH3:4].SC[C@@H]([C@@H](CS)O)O.[N:39](=[CH:47][CH2:48]Cl)[CH2:40][CH2:41][CH2:42][CH2:43][CH2:44][CH2:45]Cl, predict the reaction product. The product is: [N:39]1([CH2:47][CH2:48][S:21][C:18]2[S:17][C:16]([NH:15][C:13](=[O:14])[N:12]([CH:9]3[CH2:8][CH2:7][N:6]([C:1](=[O:5])[CH2:2][CH2:3][CH3:4])[CH2:11][CH2:10]3)[C@H:24]3[CH2:29][CH2:28][C@H:27]([CH3:30])[CH2:26][CH2:25]3)=[N:20][CH:19]=2)[CH2:45][CH2:44][CH2:43][CH2:42][CH2:41][CH2:40]1. (5) Given the reactants [C:1]([O:5][C:6](=[O:24])[NH:7][C@H:8]([C:10]1[CH:15]=[CH:14][C:13]([CH:16]([OH:23])[CH:17]2[CH2:22][CH2:21][NH:20][CH2:19][CH2:18]2)=[CH:12][CH:11]=1)[CH3:9])([CH3:4])([CH3:3])[CH3:2].C(N(CC)CC)C.[F:32][C:33]([F:44])([F:43])[C:34](O[C:34](=[O:35])[C:33]([F:44])([F:43])[F:32])=[O:35].O, predict the reaction product. The product is: [C:1]([O:5][C:6](=[O:24])[NH:7][C@H:8]([C:10]1[CH:15]=[CH:14][C:13]([CH:16]([OH:23])[CH:17]2[CH2:22][CH2:21][N:20]([C:34](=[O:35])[C:33]([F:44])([F:43])[F:32])[CH2:19][CH2:18]2)=[CH:12][CH:11]=1)[CH3:9])([CH3:2])([CH3:3])[CH3:4].